Regression. Given two drug SMILES strings and cell line genomic features, predict the synergy score measuring deviation from expected non-interaction effect. From a dataset of NCI-60 drug combinations with 297,098 pairs across 59 cell lines. (1) Drug 1: CC(C)(C#N)C1=CC(=CC(=C1)CN2C=NC=N2)C(C)(C)C#N. Drug 2: C1C(C(OC1N2C=NC3=C2NC=NCC3O)CO)O. Cell line: NCI-H460. Synergy scores: CSS=-2.88, Synergy_ZIP=2.09, Synergy_Bliss=3.05, Synergy_Loewe=-0.840, Synergy_HSA=-1.43. (2) Drug 1: CCCS(=O)(=O)NC1=C(C(=C(C=C1)F)C(=O)C2=CNC3=C2C=C(C=N3)C4=CC=C(C=C4)Cl)F. Drug 2: CCCCC(=O)OCC(=O)C1(CC(C2=C(C1)C(=C3C(=C2O)C(=O)C4=C(C3=O)C=CC=C4OC)O)OC5CC(C(C(O5)C)O)NC(=O)C(F)(F)F)O. Cell line: 786-0. Synergy scores: CSS=18.6, Synergy_ZIP=1.96, Synergy_Bliss=6.37, Synergy_Loewe=6.69, Synergy_HSA=7.38.